Dataset: Full USPTO retrosynthesis dataset with 1.9M reactions from patents (1976-2016). Task: Predict the reactants needed to synthesize the given product. (1) Given the product [N:17]1([S:14]([C:5]2[C:4]3[C:8](=[CH:9][CH:10]=[C:2]([CH:23]=[CH2:24])[CH:3]=3)[NH:7][C:6]=2[C:11]([NH2:13])=[O:12])(=[O:16])=[O:15])[CH2:22][CH2:21][O:20][CH2:19][CH2:18]1, predict the reactants needed to synthesize it. The reactants are: Br[C:2]1[CH:3]=[C:4]2[C:8](=[CH:9][CH:10]=1)[NH:7][C:6]([C:11]([NH2:13])=[O:12])=[C:5]2[S:14]([N:17]1[CH2:22][CH2:21][O:20][CH2:19][CH2:18]1)(=[O:16])=[O:15].[C:23]1(C)C=CC=C[C:24]=1P(C1C=CC=CC=1C)C1C=CC=CC=1C.C(N(CC)CC)C.C=C. (2) Given the product [CH3:19][O:20][C:21]1[CH:29]=[C:28]([N+:30]([O-:32])=[O:31])[CH:27]=[CH:26][C:22]=1[C:23]([NH:2][NH:1][C:3](=[O:13])[CH2:4][NH:5][C:6](=[O:12])[O:7][C:8]([CH3:9])([CH3:10])[CH3:11])=[O:24], predict the reactants needed to synthesize it. The reactants are: [NH:1]([C:3](=[O:13])[CH2:4][NH:5][C:6](=[O:12])[O:7][C:8]([CH3:11])([CH3:10])[CH3:9])[NH2:2].C(=O)([O-])O.[Na+].[CH3:19][O:20][C:21]1[CH:29]=[C:28]([N+:30]([O-:32])=[O:31])[CH:27]=[CH:26][C:22]=1[C:23](Cl)=[O:24].C(=O)([O-])[O-].[Na+].[Na+]. (3) Given the product [C:47]1([CH:44]([C:38]2[CH:39]=[CH:40][CH:41]=[CH:42][CH:43]=2)[CH2:45][NH:46][C:3]([C:5]2[N:14]3[C:8]([CH2:9][N:10]([C:19]([C:21]4[CH:26]=[CH:25][C:24]([C:27]5[CH:32]=[CH:31][CH:30]=[CH:29][C:28]=5[CH3:33])=[C:23]([O:34][CH3:35])[CH:22]=4)=[O:20])[C:11]4[CH:18]=[CH:17][CH:16]=[CH:15][C:12]=4[CH2:13]3)=[CH:7][CH:6]=2)=[O:4])[CH:48]=[CH:49][CH:50]=[CH:51][CH:52]=1, predict the reactants needed to synthesize it. The reactants are: ClC(Cl)(Cl)[C:3]([C:5]1[N:14]2[C:8]([CH2:9][N:10]([C:19]([C:21]3[CH:26]=[CH:25][C:24]([C:27]4[CH:32]=[CH:31][CH:30]=[CH:29][C:28]=4[CH3:33])=[C:23]([O:34][CH3:35])[CH:22]=3)=[O:20])[C:11]3[CH:18]=[CH:17][CH:16]=[CH:15][C:12]=3[CH2:13]2)=[CH:7][CH:6]=1)=[O:4].[C:38]1([CH:44]([C:47]2[CH:52]=[CH:51][CH:50]=[CH:49][CH:48]=2)[CH2:45][NH2:46])[CH:43]=[CH:42][CH:41]=[CH:40][CH:39]=1. (4) Given the product [CH3:15][O:1][C:2]1[CH:3]=[C:4]([NH:11][C:12](=[O:14])[CH3:13])[CH:5]=[CH:6][C:7]=1[N+:8]([O-:10])=[O:9], predict the reactants needed to synthesize it. The reactants are: [OH:1][C:2]1[CH:3]=[C:4]([NH:11][C:12](=[O:14])[CH3:13])[CH:5]=[CH:6][C:7]=1[N+:8]([O-:10])=[O:9].[C:15](=O)([O-])[O-].[K+].[K+].CI.C(OCC)(=O)C. (5) Given the product [C:11]([O:24][CH:23]1[CH2:17][CH2:16][CH2:27][CH2:26][CH2:19][CH2:18]1)(=[O:10])[CH3:12], predict the reactants needed to synthesize it. The reactants are: C1CCCCCC1.N([O:10][C:11](C)(C)[CH3:12])=O.Cl[C:16]1[CH:17]=[C:18]2[C:23](=[O:24])N(O)C(=O)[C:19]2=[CH:26][CH:27]=1.C1(=NO)CCCCCC1.[N+](C1CCCCCC1)([O-])=O.C1(=O)CCCCCC1. (6) The reactants are: Cl[C:2]1[N:6]([CH3:7])[N:5]=[CH:4][C:3]=1[N+:8]([O-:10])=[O:9].[CH3:11][NH:12][CH:13]1[CH2:18][CH2:17][N:16]([C:19]([O:21][C:22]([CH3:25])([CH3:24])[CH3:23])=[O:20])[CH2:15][CH2:14]1. Given the product [CH3:11][N:12]([C:2]1[N:6]([CH3:7])[N:5]=[CH:4][C:3]=1[N+:8]([O-:10])=[O:9])[CH:13]1[CH2:18][CH2:17][N:16]([C:19]([O:21][C:22]([CH3:25])([CH3:24])[CH3:23])=[O:20])[CH2:15][CH2:14]1, predict the reactants needed to synthesize it. (7) Given the product [CH3:8][C:4]1[CH:5]=[CH:6][CH:7]=[C:2]([CH3:1])[C:3]=1[NH:9][C:10]([NH:23][C:24]1[CH:32]=[C:31]([O:33][CH3:34])[C:30]([O:35][CH3:36])=[CH:29][C:25]=1[C:26]([NH:61][CH:57]([C:54]1[CH:55]=[CH:56][CH:51]=[CH:52][CH:53]=1)[C:58]([OH:60])=[O:59])=[O:28])=[O:11], predict the reactants needed to synthesize it. The reactants are: [CH3:1][C:2]1[CH:7]=[CH:6][CH:5]=[C:4]([CH3:8])[C:3]=1[N:9]=[C:10]=[O:11].ClC1C=CC=C(C)C=1N=C=O.[NH2:23][C:24]1[CH:32]=[C:31]([O:33][CH3:34])[C:30]([O:35][CH3:36])=[CH:29][C:25]=1[C:26]([OH:28])=O.NC1C(C(O)=O)=CC2C(C=1)=CC=CC=2.[CH:51]1[CH:56]=[CH:55][C:54]([C@@H:57]([NH:61]C(OCC2C3C(=CC=CC=3)C3C2=CC=CC=3)=O)[C:58]([OH:60])=[O:59])=[CH:53][CH:52]=1.C1CCC([C@H](NC(OCC2C3C(=CC=CC=3)C3C2=CC=CC=3)=O)C(O)=O)CC1. (8) Given the product [Cl:8][C:5]1[CH:6]=[CH:7][C:2]([C@H:35]2[C@H:34]([OH:33])[C@@H:39]([OH:40])[C@H:38]([OH:45])[C@@H:37]([CH2:50][OH:51])[O:36]2)=[CH:3][C:4]=1[CH2:9][C:10]1[CH:15]=[CH:14][C:13]([O:16][CH2:17][CH2:18][O:19][CH:20]2[CH2:25][CH2:24][CH2:23][CH2:22][CH2:21]2)=[CH:12][CH:11]=1, predict the reactants needed to synthesize it. The reactants are: Br[C:2]1[CH:7]=[CH:6][C:5]([Cl:8])=[C:4]([CH2:9][C:10]2[CH:15]=[CH:14][C:13]([O:16][CH2:17][CH2:18][O:19][CH:20]3[CH2:25][CH2:24][CH2:23][CH2:22][CH2:21]3)=[CH:12][CH:11]=2)[CH:3]=1.[Li]CCCC.C[Si](C)(C)[O:33][C@@H:34]1[C@@H:39]([O:40][Si](C)(C)C)[C@H:38]([O:45][Si](C)(C)C)[C@@H:37]([CH2:50][O:51][Si](C)(C)C)[O:36][C:35]1=O.[SiH](CC)(CC)CC.B(F)(F)F.CCOCC. (9) Given the product [Cl:13][C:14]1[CH:15]=[C:16]([CH:21]=[CH:22][C:23]=1[F:24])[O:17][CH2:18][CH2:19][S:12][C:10]1[N:11]=[C:4]2[N:3]=[C:2]([CH3:1])[CH:7]=[C:6]([CH3:8])[N:5]2[N:9]=1.[Cl:13][C:14]1[CH:15]=[C:16]([CH:21]=[CH:22][C:23]=1[F:24])[O:17][CH2:18][CH2:19][Br:20], predict the reactants needed to synthesize it. The reactants are: [CH3:1][C:2]1[CH:7]=[C:6]([CH3:8])[N:5]2[N:9]=[C:10]([SH:12])[N:11]=[C:4]2[N:3]=1.[Cl:13][C:14]1[CH:15]=[C:16]([CH:21]=[CH:22][C:23]=1[F:24])[O:17][CH2:18][CH2:19][Br:20].ClC1C=CC(OCCBr)=CC=1F.ClC1C=C(O)C=CC=1F.BrCCBr.